From a dataset of Reaction yield outcomes from USPTO patents with 853,638 reactions. Predict the reaction yield, written as a fraction of the theoretical maximum amount of product (1.0 means a 100% yield; for example, 0.34 means a 34% yield). (1) The reactants are [CH2:1]([O:3][C:4]([O:6][C:7]1[CH:15]=[CH:14][C:13]([C:16](=[O:24])[CH2:17][CH2:18][CH2:19][CH2:20][CH2:21][CH2:22][CH3:23])=[CH:12][C:8]=1[C:9](O)=[O:10])=[O:5])[CH3:2].S(Cl)([Cl:27])=O. The catalyst is C1(C)C=CC=CC=1.N1C=CC=CC=1. The product is [CH2:1]([O:3][C:4]([O:6][C:7]1[CH:15]=[CH:14][C:13]([C:16](=[O:24])[CH2:17][CH2:18][CH2:19][CH2:20][CH2:21][CH2:22][CH3:23])=[CH:12][C:8]=1[C:9]([Cl:27])=[O:10])=[O:5])[CH3:2]. The yield is 0.980. (2) The reactants are [CH3:1][C@@H:2]1[N:23]2[C:6]3[C:7]([C:19]([C:21]([C:24]([OH:26])=[O:25])=[CH:22]2)=[O:20])=[CH:8][C:9]([F:18])=[C:10]([N:11]2[CH2:16][CH2:15][N:14]([CH3:17])[CH2:13][CH2:12]2)[C:5]=3[O:4][CH2:3]1.S(S([O-])=O)([O-])(=O)=[O:28].[Na+].[Na+]. The catalyst is CCCCO.O. The product is [CH3:1][C@@H:2]1[N:23]2[CH:22]=[C:21]([C:24]([OH:26])=[O:25])[C:19]([C:7]3=[CH:8][C:9]([F:18])=[C:10]([N:11]4[CH2:16][CH2:15][N:14]([CH3:17])[CH2:13][CH2:12]4)[C:5](=[C:6]23)[O:4][CH2:3]1)=[O:20].[CH3:1][C@@H:2]1[N:23]2[CH:22]=[C:21]([C:24]([OH:26])=[O:25])[C:19]([C:7]3=[CH:8][C:9]([F:18])=[C:10]([N:11]4[CH2:16][CH2:15][N:14]([CH3:17])[CH2:13][CH2:12]4)[C:5](=[C:6]23)[O:4][CH2:3]1)=[O:20].[OH2:28]. The yield is 0.810. (3) The reactants are [C:1]([O:5][C:6](=[O:25])[N:7]([CH2:9][C:10]1[CH:14]=[C:13](Br)[N:12]([S:16]([C:19]2[CH:20]=[N:21][CH:22]=[CH:23][CH:24]=2)(=[O:18])=[O:17])[CH:11]=1)[CH3:8])([CH3:4])([CH3:3])[CH3:2].[CH3:26][S:27]([C:30]1[CH:35]=[CH:34][C:33](B(O)O)=[CH:32][CH:31]=1)(=[O:29])=[O:28].C(=O)([O-])[O-].[Na+].[Na+].COCCOC. The catalyst is C1C=CC([P]([Pd]([P](C2C=CC=CC=2)(C2C=CC=CC=2)C2C=CC=CC=2)([P](C2C=CC=CC=2)(C2C=CC=CC=2)C2C=CC=CC=2)[P](C2C=CC=CC=2)(C2C=CC=CC=2)C2C=CC=CC=2)(C2C=CC=CC=2)C2C=CC=CC=2)=CC=1.O. The product is [CH3:8][N:7]([CH2:9][C:10]1[CH:14]=[C:13]([C:33]2[CH:34]=[CH:35][C:30]([S:27]([CH3:26])(=[O:29])=[O:28])=[CH:31][CH:32]=2)[N:12]([S:16]([C:19]2[CH:20]=[N:21][CH:22]=[CH:23][CH:24]=2)(=[O:18])=[O:17])[CH:11]=1)[C:6](=[O:25])[O:5][C:1]([CH3:4])([CH3:3])[CH3:2]. The yield is 0.640. (4) The reactants are C(O)(=O)C.[C:5]([O:9][C:10](=[O:19])[NH:11][CH:12]1[CH2:17][CH2:16][C:15](=O)[CH2:14][CH2:13]1)([CH3:8])([CH3:7])[CH3:6].C(O[BH-](OC(=O)C)OC(=O)C)(=O)C.[Na+].[N:34]1[C:43]2[C@@H:42]([NH2:44])[CH2:41][CH2:40][CH2:39][C:38]=2[CH:37]=[CH:36][CH:35]=1. The catalyst is O1CCCC1.C(Cl)Cl. The product is [C:5]([O:9][C:10](=[O:19])[NH:11][C@H:12]1[CH2:17][CH2:16][C@H:15]([NH:44][C@@H:42]2[C:43]3[N:34]=[CH:35][CH:36]=[CH:37][C:38]=3[CH2:39][CH2:40][CH2:41]2)[CH2:14][CH2:13]1)([CH3:8])([CH3:7])[CH3:6]. The yield is 0.300. (5) The reactants are N([O-])=O.[Na+].N[C:6]1[CH:14]=[C:13]2[C:9]([CH2:10][O:11][C:12]2=[O:15])=[CH:8][CH:7]=1.[BrH:16]. The catalyst is O. The product is [Br:16][C:6]1[CH:14]=[C:13]2[C:9]([CH2:10][O:11][C:12]2=[O:15])=[CH:8][CH:7]=1. The yield is 0.840.